This data is from Forward reaction prediction with 1.9M reactions from USPTO patents (1976-2016). The task is: Predict the product of the given reaction. The product is: [F:17][C:18]1[CH:23]=[CH:22][C:21]([C:24]2([C:26]([F:27])([F:28])[F:29])[O:1][N:2]=[C:3]([C:4]3[CH:15]=[CH:14][C:7]4[B:8]([OH:13])[O:9][C:10]([CH3:12])([CH3:11])[C:6]=4[CH:5]=3)[CH2:25]2)=[CH:20][C:19]=1[C:30]([F:31])([F:32])[F:33]. Given the reactants [OH:1]/[N:2]=[C:3](\Cl)/[C:4]1[CH:15]=[CH:14][C:7]2[B:8]([OH:13])[O:9][C:10]([CH3:12])([CH3:11])[C:6]=2[CH:5]=1.[F:17][C:18]1[CH:23]=[CH:22][C:21]([C:24]([C:26]([F:29])([F:28])[F:27])=[CH2:25])=[CH:20][C:19]=1[C:30]([F:33])([F:32])[F:31].Cl.CC(=O)OCC, predict the reaction product.